Task: Predict the product of the given reaction.. Dataset: Forward reaction prediction with 1.9M reactions from USPTO patents (1976-2016) (1) Given the reactants [Br:1][C:2]1[CH:7]=[CH:6][C:5]([O:8][CH:9]([CH3:12])[CH:10]=[CH2:11])=[C:4]([Cl:13])[C:3]=1[Cl:14].FC(F)(F)C(C)=[O:18].C(=O)(O)[O-].[Na+].OOS([O-])=O.[K+], predict the reaction product. The product is: [Br:1][C:2]1[CH:7]=[CH:6][C:5]([O:8][CH:9]([CH:10]2[CH2:11][O:18]2)[CH3:12])=[C:4]([Cl:13])[C:3]=1[Cl:14]. (2) Given the reactants [CH3:1][S:2]([C:5]1[CH:39]=[CH:38][C:8]([O:9][C:10]2[CH:11]=[C:12]3[C:16](=[C:17]([O:19][CH2:20][CH:21]4[CH2:26][CH2:25][O:24][CH2:23][CH2:22]4)[CH:18]=2)[NH:15][C:14]([C:27]2[S:28][CH:29]([CH2:32][C:33](OCC)=[O:34])[CH2:30][N:31]=2)=[CH:13]3)=[CH:7][CH:6]=1)(=[O:4])=[O:3].[BH4-].[Li+].O, predict the reaction product. The product is: [CH3:1][S:2]([C:5]1[CH:39]=[CH:38][C:8]([O:9][C:10]2[CH:11]=[C:12]3[C:16](=[C:17]([O:19][CH2:20][CH:21]4[CH2:26][CH2:25][O:24][CH2:23][CH2:22]4)[CH:18]=2)[NH:15][C:14]([C:27]2[S:28][CH:29]([CH2:32][CH2:33][OH:34])[CH2:30][N:31]=2)=[CH:13]3)=[CH:7][CH:6]=1)(=[O:4])=[O:3]. (3) Given the reactants [N+:1]([O-:4])([O-])=[O:2].[K+].[Br:6][CH2:7][C:8]1[CH:13]=[CH:12][CH:11]=[CH:10][C:9]=1[CH2:14][Br:15], predict the reaction product. The product is: [Br:6][CH2:7][C:8]1[CH:13]=[CH:12][C:11]([N+:1]([O-:4])=[O:2])=[CH:10][C:9]=1[CH2:14][Br:15]. (4) Given the reactants [CH3:1][C:2]1[CH:11]=[CH:10][C:9]2[C:4](=[CH:5][CH:6]=[CH:7][C:8]=2[N:12]2[CH2:17][CH2:16][NH:15][CH2:14][CH2:13]2)[N:3]=1.[Cl:18][CH2:19][CH2:20][C:21]1[C:22]([F:32])=[CH:23][C:24]2[O:29][CH2:28][C:27](=[O:30])[NH:26][C:25]=2[CH:31]=1, predict the reaction product. The product is: [ClH:18].[F:32][C:22]1[C:21]([CH2:20][CH2:19][N:15]2[CH2:16][CH2:17][N:12]([C:8]3[CH:7]=[CH:6][CH:5]=[C:4]4[C:9]=3[CH:10]=[CH:11][C:2]([CH3:1])=[N:3]4)[CH2:13][CH2:14]2)=[CH:31][C:25]2[NH:26][C:27](=[O:30])[CH2:28][O:29][C:24]=2[CH:23]=1. (5) The product is: [CH3:3][C:4]1[C:5]([C:9]2[CH:18]=[CH:17][C:12]([C:13]([OH:15])=[O:14])=[CH:11][C:10]=2[C:19]([F:22])([F:20])[F:21])=[CH:6][S:7][CH:8]=1. Given the reactants [OH-].[Na+].[CH3:3][C:4]1[C:5]([C:9]2[CH:18]=[CH:17][C:12]([C:13]([O:15]C)=[O:14])=[CH:11][C:10]=2[C:19]([F:22])([F:21])[F:20])=[CH:6][S:7][CH:8]=1, predict the reaction product. (6) Given the reactants [NH:1]1[CH2:5][CH2:4][C:3]([C:6]2[CH:11]=[CH:10][C:9]([OH:12])=[C:8]([CH3:13])[CH:7]=2)=[N:2]1.[CH3:14][O:15][C:16]1[CH:17]=[C:18]([CH2:24][C:25](Cl)=[O:26])[CH:19]=[CH:20][C:21]=1[O:22][CH3:23], predict the reaction product. The product is: [CH3:14][O:15][C:16]1[CH:17]=[C:18]([CH2:24][C:25]([N:1]2[CH2:5][CH2:4][C:3]([C:6]3[CH:11]=[CH:10][C:9]([OH:12])=[C:8]([CH3:13])[CH:7]=3)=[N:2]2)=[O:26])[CH:19]=[CH:20][C:21]=1[O:22][CH3:23]. (7) Given the reactants C(Cl)(=O)C.[NH2:5][C:6]1[CH:11]=[CH:10][CH:9]=[CH:8][C:7]=1[C:12]1[N:16]([CH2:17][CH:18]([CH3:20])[CH3:19])[C:15]([CH2:21][CH2:22][CH3:23])=[N:14][C:13]=1[C:24]#[N:25], predict the reaction product. The product is: [CH3:19][CH:18]([CH3:20])[CH2:17][N:16]1[C:12]2[C:7]3[CH:8]=[CH:9][CH:10]=[CH:11][C:6]=3[N:5]=[C:24]([NH2:25])[C:13]=2[N:14]=[C:15]1[CH2:21][CH2:22][CH3:23]. (8) Given the reactants [CH:1]1([C:4]2[C:5](OS(C(F)(F)F)(=O)=O)=[CH:6][C:7]([O:14][CH2:15][CH3:16])=[C:8]([CH:13]=2)[C:9]([O:11]C)=O)[CH2:3][CH2:2]1.[F:25][C:26]1[CH:27]=[C:28](B(O)O)[CH:29]=[CH:30][CH:31]=1.C1(P(C2CCCCC2)C2C=CC=CC=2C2C(OC)=CC=CC=2OC)CCCCC1.C(=O)([O-])[O-].[Na+].[Na+], predict the reaction product. The product is: [CH:1]1([C:4]2[CH:13]=[C:8]([CH2:9][OH:11])[C:7]([O:14][CH2:15][CH3:16])=[CH:6][C:5]=2[C:30]2[CH:29]=[CH:28][CH:27]=[C:26]([F:25])[CH:31]=2)[CH2:2][CH2:3]1.